From a dataset of Forward reaction prediction with 1.9M reactions from USPTO patents (1976-2016). Predict the product of the given reaction. Given the reactants [C:1]([O:5][C:6]([N:8]1[CH2:13][CH2:12][C:11]2([CH2:22][C:21](=[O:23])[C:20]3[C:15](=[CH:16][CH:17]=[C:18](B4OC(C)(C)C(C)(C)O4)[CH:19]=3)[O:14]2)[CH2:10][CH2:9]1)=[O:7])([CH3:4])([CH3:3])[CH3:2].Cl[C:34]1[CH:42]=[CH:41][C:37]([C:38]([NH2:40])=[O:39])=[CH:36][N:35]=1.C([O-])([O-])=O.[Na+].[Na+], predict the reaction product. The product is: [C:38]([C:37]1[CH:41]=[CH:42][C:34]([C:18]2[CH:19]=[C:20]3[C:15](=[CH:16][CH:17]=2)[O:14][C:11]2([CH2:12][CH2:13][N:8]([C:6]([O:5][C:1]([CH3:4])([CH3:2])[CH3:3])=[O:7])[CH2:9][CH2:10]2)[CH2:22][C:21]3=[O:23])=[N:35][CH:36]=1)(=[O:39])[NH2:40].